Dataset: Catalyst prediction with 721,799 reactions and 888 catalyst types from USPTO. Task: Predict which catalyst facilitates the given reaction. (1) Reactant: [Cr:1].[P:2]([O:14][CH2:15][C@H:16]1[O:20][C@@H:19]([N:21]2[C:30]3[N:29]=[CH:28][N:27]=[C:25]([NH2:26])[C:24]=3[N:23]=[CH:22]2)[C@H:18]([OH:31])[C@@H:17]1[OH:32])([O:5][P:6]([O:9][P:10]([OH:13])([OH:12])=[O:11])([OH:8])=[O:7])(=[O:4])[OH:3]. Product: [Cr:1].[P:2]([O:14][CH2:15][C@H:16]1[O:20][C@@H:19]([N:21]2[C:30]3[N:29]=[CH:28][N:27]=[C:25]([NH2:26])[C:24]=3[N:23]=[CH:22]2)[C@H:18]([OH:31])[C@@H:17]1[OH:32])([O:5][P:6]([O:9][P:10]([OH:12])([OH:13])=[O:11])([OH:8])=[O:7])(=[O:3])[OH:4]. The catalyst class is: 6. (2) Reactant: [N+:1]([C:4]1[CH:13]=[C:12]2[C:7]([CH2:8][CH2:9][CH2:10][C:11]2=O)=[CH:6][CH:5]=1)([O-:3])=[O:2].[NH2:15][OH:16]. Product: [N+:1]([C:4]1[CH:13]=[C:12]2[C:7]([CH2:8][CH2:9][CH2:10][C:11]2=[N:15][OH:16])=[CH:6][CH:5]=1)([O-:3])=[O:2]. The catalyst class is: 17. (3) Reactant: [F:1][C:2]1[CH:3]=[CH:4][C:5]2[N:6]([CH2:16][C@@H:17]3[CH2:19][O:18]3)[C:7]3[C:12]([C:13]=2[CH:14]=1)=[CH:11][C:10]([F:15])=[CH:9][CH:8]=3.[NH2:20][CH2:21][C@H:22]([NH:24][C:25](=[O:31])[O:26][C:27]([CH3:30])([CH3:29])[CH3:28])[CH3:23]. Product: [F:15][C:10]1[CH:9]=[CH:8][C:7]2[N:6]([CH2:16][C@@H:17]([OH:18])[CH2:19][NH:20][CH2:21][C@H:22]([NH:24][C:25](=[O:31])[O:26][C:27]([CH3:30])([CH3:29])[CH3:28])[CH3:23])[C:5]3[C:13]([C:12]=2[CH:11]=1)=[CH:14][C:2]([F:1])=[CH:3][CH:4]=3. The catalyst class is: 8. (4) Reactant: [H-].[Na+].Cl[C:4]1[CH:9]=[CH:8][C:7]([N+:10]([O-:12])=[O:11])=[CH:6][N:5]=1.[CH3:13][N:14]1[CH2:19][CH2:18][CH:17]([OH:20])[CH2:16][CH2:15]1. Product: [CH3:13][N:14]1[CH2:19][CH2:18][CH:17]([O:20][C:4]2[CH:9]=[CH:8][C:7]([N+:10]([O-:12])=[O:11])=[CH:6][N:5]=2)[CH2:16][CH2:15]1. The catalyst class is: 7. (5) Reactant: [CH2:1]([NH2:7])[CH:2]1[O:6][CH2:5][CH2:4][CH2:3]1.C(N(CC)CC)C.[F:15][C:16]1[CH:21]=[C:20]([S:22][C:23]([F:26])([F:25])[F:24])[CH:19]=[CH:18][C:17]=1[N:27]([CH3:31])[C:28](Cl)=[O:29]. Product: [F:15][C:16]1[CH:21]=[C:20]([S:22][C:23]([F:26])([F:25])[F:24])[CH:19]=[CH:18][C:17]=1[N:27]([CH3:31])[C:28]([NH:7][CH2:1][CH:2]1[CH2:3][CH2:4][CH2:5][O:6]1)=[O:29]. The catalyst class is: 282. (6) The catalyst class is: 2. Reactant: [CH3:1][C:2]1[N:3]=[N:4][N:5]([CH3:38])[C:6]=1[C:7]1[CH:19]=[N:18][C:17]2[C:16]3[CH:15]=[CH:14][C:13]([C:20]([NH2:23])([CH3:22])[CH3:21])=[C:12]([F:24])[C:11]=3[N:10]([C@@H:25]([CH:32]3[CH2:37][CH2:36][O:35][CH2:34][CH2:33]3)[C:26]3[CH:31]=[CH:30][CH:29]=[CH:28][CH:27]=3)[C:9]=2[CH:8]=1.Cl[C:40]([O:42][CH3:43])=[O:41].C(=O)([O-])[O-].[K+].[K+]. Product: [CH3:1][C:2]1[N:3]=[N:4][N:5]([CH3:38])[C:6]=1[C:7]1[CH:19]=[N:18][C:17]2[C:16]3[CH:15]=[CH:14][C:13]([C:20]([NH:23][C:40](=[O:41])[O:42][CH3:43])([CH3:22])[CH3:21])=[C:12]([F:24])[C:11]=3[N:10]([C@@H:25]([CH:32]3[CH2:37][CH2:36][O:35][CH2:34][CH2:33]3)[C:26]3[CH:27]=[CH:28][CH:29]=[CH:30][CH:31]=3)[C:9]=2[CH:8]=1. (7) Reactant: [NH2:1][C:2]1[N:3]=[CH:4][C:5]([C@@H:8]2[CH2:12][CH2:11][C@H:10]([OH:13])[CH2:9]2)=[N:6][CH:7]=1.C1C(=O)N([Br:21])C(=O)C1.O. Product: [NH2:1][C:2]1[N:3]=[CH:4][C:5]([C@@H:8]2[CH2:12][CH2:11][C@@H:10]([OH:13])[CH2:9]2)=[N:6][C:7]=1[Br:21]. The catalyst class is: 10. (8) Reactant: [CH3:1][C@H:2]1[C@@H:6]([C:7]2[N:11]3[C:12]4[CH:18]=[CH:17][N:16](COCC[Si](C)(C)C)[C:13]=4[N:14]=[CH:15][C:10]3=[N:9][CH:8]=2)[CH2:5][C@@H:4]([NH2:27])[CH2:3]1.[O:28]1[CH2:31][C:30](=[CH:32][C:33]#[N:34])[CH2:29]1. Product: [CH:18]1[C:12]2[N:11]3[C:7]([C@@H:6]4[C@H:2]([CH3:1])[CH2:3][C@H:4]([NH:27][C:30]5([CH2:32][C:33]#[N:34])[CH2:31][O:28][CH2:29]5)[CH2:5]4)=[CH:8][N:9]=[C:10]3[CH:15]=[N:14][C:13]=2[NH:16][CH:17]=1. The catalyst class is: 3. (9) Reactant: [H-].[H-].[H-].[H-].[Li+].[Al+3].[S:7]1[CH:11]=[CH:10][C:9]([C:12]2([C:18]#[N:19])[CH2:17][CH2:16][CH2:15][CH2:14][CH2:13]2)=[CH:8]1. Product: [S:7]1[CH:11]=[CH:10][C:9]([C:12]2([CH2:18][NH2:19])[CH2:17][CH2:16][CH2:15][CH2:14][CH2:13]2)=[CH:8]1. The catalyst class is: 1.